The task is: Predict which catalyst facilitates the given reaction.. This data is from Catalyst prediction with 721,799 reactions and 888 catalyst types from USPTO. (1) Product: [F:13][C:14]1[CH:15]=[CH:16][C:17]([C:20]2[NH:24][N:23]=[C:22]([NH:25][C:10]([NH:11][C:4](=[O:5])[CH2:3][C:2]([CH3:8])([CH3:7])[CH3:1])=[S:9])[CH:21]=2)=[CH:18][CH:19]=1. Reactant: [CH3:1][C:2]([CH3:8])([CH3:7])[CH2:3][C:4](Cl)=[O:5].[S-:9][C:10]#[N:11].[K+].[F:13][C:14]1[CH:19]=[CH:18][C:17]([C:20]2[NH:24][N:23]=[C:22]([NH2:25])[CH:21]=2)=[CH:16][CH:15]=1. The catalyst class is: 10. (2) Reactant: Br[C:2]1[CH:3]=[C:4]2[C:24](=[CH:25][CH:26]=1)[C:8]1[NH:9][C:10]([C@@H:12]3[CH2:16][CH2:15][CH2:14][N:13]3[C:17]([O:19][C:20]([CH3:23])([CH3:22])[CH3:21])=[O:18])=[N:11][C:7]=1[CH2:6][CH2:5]2.[B:27]1([B:27]2[O:31][C:30]([CH3:33])([CH3:32])[C:29]([CH3:35])([CH3:34])[O:28]2)[O:31][C:30]([CH3:33])([CH3:32])[C:29]([CH3:35])([CH3:34])[O:28]1.CC([O-])=O.[K+]. Product: [CH3:34][C:29]1([CH3:35])[C:30]([CH3:33])([CH3:32])[O:31][B:27]([C:2]2[CH:3]=[C:4]3[C:24](=[CH:25][CH:26]=2)[C:8]2[NH:9][C:10]([C@@H:12]4[CH2:16][CH2:15][CH2:14][N:13]4[C:17]([O:19][C:20]([CH3:23])([CH3:22])[CH3:21])=[O:18])=[N:11][C:7]=2[CH2:6][CH2:5]3)[O:28]1. The catalyst class is: 75.